From a dataset of Reaction yield outcomes from USPTO patents with 853,638 reactions. Predict the reaction yield, written as a fraction of the theoretical maximum amount of product (1.0 means a 100% yield; for example, 0.34 means a 34% yield). (1) The reactants are Cl[C:2]1[N:7]=[C:6]([NH:8][C:9]2[NH:10][N:11]=[C:12]([O:14][CH:15]([CH3:17])[CH3:16])[CH:13]=2)[CH:5]=[CH:4][N:3]=1.[O:18]1[CH2:22][CH2:21][CH:20]([C:23]2[CH:27]=[C:26]([CH2:28][NH2:29])[O:25][N:24]=2)[CH2:19]1. The catalyst is COCCO.CN(C=O)C. The product is [O:18]1[CH2:22][CH2:21][CH:20]([C:23]2[CH:27]=[C:26]([CH2:28][NH:29][C:2]3[N:7]=[C:6]([NH:8][C:9]4[NH:10][N:11]=[C:12]([O:14][CH:15]([CH3:17])[CH3:16])[CH:13]=4)[CH:5]=[CH:4][N:3]=3)[O:25][N:24]=2)[CH2:19]1. The yield is 0.280. (2) The reactants are [OH:1][C:2]1[CH:3]=[C:4]([CH2:9][CH2:10][C:11]([NH:13][C:14]2[CH:23]=[CH:22][C:17]([C:18](OC)=[O:19])=[CH:16][CH:15]=2)=[O:12])[CH:5]=[CH:6][C:7]=1[OH:8].O.[NH2:25][NH2:26]. The catalyst is CCO. The product is [OH:1][C:2]1[CH:3]=[C:4]([CH2:9][CH2:10][C:11]([NH:13][C:14]2[CH:23]=[CH:22][C:17]([C:18]([NH:25][NH2:26])=[O:19])=[CH:16][CH:15]=2)=[O:12])[CH:5]=[CH:6][C:7]=1[OH:8]. The yield is 0.520. (3) The reactants are O1CCCC1.B.[O:7]=[C:8]([CH3:17])[CH2:9][CH2:10][CH2:11][CH2:12][C:13]([O:15][CH3:16])=[O:14]. The catalyst is C1(C)C=CC=CC=1. The product is [OH:7][C@H:8]([CH3:17])[CH2:9][CH2:10][CH2:11][CH2:12][C:13]([O:15][CH3:16])=[O:14]. The yield is 0.510. (4) The reactants are [Li]CCCC.[CH3:6][N:7]([CH3:30])[S:8]([N:11]1[C:15](SC2C=CC=CC=2)=[CH:14][N:13]=[C:12]1[Si:23]([C:26]([CH3:29])([CH3:28])[CH3:27])([CH3:25])[CH3:24])(=[O:10])=[O:9].[CH2:31]([O:33]CC)C. The catalyst is [Br-].C[P+](C1C=CC=CC=1)(C1C=CC=CC=1)C1C=CC=CC=1. The product is [CH3:30][N:7]([CH3:6])[S:8]([N:11]1[C:15]([CH:31]=[O:33])=[CH:14][N:13]=[C:12]1[Si:23]([C:26]([CH3:28])([CH3:29])[CH3:27])([CH3:24])[CH3:25])(=[O:10])=[O:9]. The yield is 0.830.